This data is from Full USPTO retrosynthesis dataset with 1.9M reactions from patents (1976-2016). The task is: Predict the reactants needed to synthesize the given product. (1) Given the product [CH3:54][C:53]([Si:50]([CH3:52])([CH3:51])[O:17][CH2:16][C:13]1[CH:14]=[CH:15][C:10]([C:3]2[CH:4]=[C:5]([O:8][CH3:9])[CH:6]=[CH:7][C:2]=2[F:1])=[C:11]([C@@H:18]([OH:23])[C:19]([CH3:20])([CH3:22])[CH3:21])[CH:12]=1)([CH3:56])[CH3:55].[CH3:54][C:53]([Si:50]([CH3:52])([CH3:51])[O:40][CH2:39][C:36]1[CH:37]=[CH:38][C:33]([C:26]2[CH:27]=[C:28]([O:31][CH3:32])[CH:29]=[CH:30][C:25]=2[F:24])=[C:34]([C@H:41]([OH:46])[C:42]([CH3:43])([CH3:45])[CH3:44])[CH:35]=1)([CH3:56])[CH3:55], predict the reactants needed to synthesize it. The reactants are: [F:1][C:2]1[CH:7]=[CH:6][C:5]([O:8][CH3:9])=[CH:4][C:3]=1[C:10]1[CH:15]=[CH:14][C:13]([CH2:16][OH:17])=[CH:12][C:11]=1[C@H:18]([OH:23])[C:19]([CH3:22])([CH3:21])[CH3:20].[F:24][C:25]1[CH:30]=[CH:29][C:28]([O:31][CH3:32])=[CH:27][C:26]=1[C:33]1[CH:38]=[CH:37][C:36]([CH2:39][OH:40])=[CH:35][C:34]=1[C@@H:41]([OH:46])[C:42]([CH3:45])([CH3:44])[CH3:43].C(Cl)Cl.[Si:50](Cl)([C:53]([CH3:56])([CH3:55])[CH3:54])([CH3:52])[CH3:51]. (2) Given the product [C:32]1([C:10]2[CH:9]=[C:8]([C:5]3[CH:4]=[CH:3][C:2]([NH:1][S:45]([CH3:44])(=[O:47])=[O:46])=[CH:7][CH:6]=3)[CH:13]=[CH:12][C:11]=2[NH:14][C:15]([C:17]2[N:18]([CH2:24][O:25][CH2:26][CH2:27][Si:28]([CH3:30])([CH3:31])[CH3:29])[CH:19]=[C:20]([C:22]#[N:23])[N:21]=2)=[O:16])[CH2:37][CH2:36][CH2:35][CH2:34][CH:33]=1, predict the reactants needed to synthesize it. The reactants are: [NH2:1][C:2]1[CH:7]=[CH:6][C:5]([C:8]2[CH:13]=[CH:12][C:11]([NH:14][C:15]([C:17]3[N:18]([CH2:24][O:25][CH2:26][CH2:27][Si:28]([CH3:31])([CH3:30])[CH3:29])[CH:19]=[C:20]([C:22]#[N:23])[N:21]=3)=[O:16])=[C:10]([C:32]3[CH2:37][CH2:36][CH2:35][CH2:34][CH:33]=3)[CH:9]=2)=[CH:4][CH:3]=1.N1C=CC=CC=1.[CH3:44][S:45](Cl)(=[O:47])=[O:46].